Dataset: Forward reaction prediction with 1.9M reactions from USPTO patents (1976-2016). Task: Predict the product of the given reaction. (1) Given the reactants [C:1]1([C:7]([C:21]2[CH:26]=[CH:25][CH:24]=[CH:23][CH:22]=2)([C:15]2[CH:20]=[CH:19][CH:18]=[CH:17][CH:16]=2)[N:8]2[CH:12]=[C:11]([CH:13]=O)[N:10]=[CH:9]2)[CH:6]=[CH:5][CH:4]=[CH:3][CH:2]=1.[Br-].[CH2:28]([O:35][CH2:36][CH2:37][CH2:38][P+](C1C=CC=CC=1)(C1C=CC=CC=1)C1C=CC=CC=1)[C:29]1[CH:34]=[CH:33][CH:32]=[CH:31][CH:30]=1.CC(C)([O-])C.[K+], predict the reaction product. The product is: [C:29]1([CH2:28][O:35][CH2:36][CH2:37]/[CH:38]=[CH:13]\[C:11]2[N:10]=[CH:9][N:8]([C:7]([C:1]3[CH:6]=[CH:5][CH:4]=[CH:3][CH:2]=3)([C:15]3[CH:16]=[CH:17][CH:18]=[CH:19][CH:20]=3)[C:21]3[CH:26]=[CH:25][CH:24]=[CH:23][CH:22]=3)[CH:12]=2)[CH:30]=[CH:31][CH:32]=[CH:33][CH:34]=1. (2) The product is: [CH3:26][N:27]=[CH:1][C:3]1[CH2:9][C:8]2[CH:10]=[C:11]3[O:16][CH2:15][O:14][C:12]3=[CH:13][C:7]=2[C:6]([C:17]2[CH:22]=[CH:21][C:20]([N+:23]([O-:25])=[O:24])=[CH:19][CH:18]=2)=[N:5][N:4]=1. Given the reactants [CH:1]([C:3]1[CH2:9][C:8]2[CH:10]=[C:11]3[O:16][CH2:15][O:14][C:12]3=[CH:13][C:7]=2[C:6]([C:17]2[CH:22]=[CH:21][C:20]([N+:23]([O-:25])=[O:24])=[CH:19][CH:18]=2)=[N:5][N:4]=1)=O.[CH3:26][NH2:27], predict the reaction product. (3) Given the reactants C1(C2OC(C(F)(F)F)=C(C(NC3C=CC(C4C=CC(C([C@@H]5CCC[C@H]5C(O)=O)=O)=CC=4)=CC=3)=O)N=2)C=CC=CC=1.[C:41]1([C:47]2[O:48][C:49]([C:78]([F:81])([F:80])[F:79])=[C:50]([C:52]([NH:54][C:55]3[CH:60]=[CH:59][C:58]([C:61]4[CH:66]=[CH:65][C:64]([C:67]([CH:69]5[CH2:74][CH2:73][CH2:72][CH2:71][CH:70]5[C:75]([OH:77])=[O:76])=[O:68])=[CH:63][CH:62]=4)=[CH:57][CH:56]=3)=[O:53])[N:51]=2)[CH:46]=[CH:45][CH:44]=[CH:43][CH:42]=1.C1(C2OC(C(F)(F)F)=C(C(O)=O)N=2)C=CC=CC=1.NC1C=CC(C2C=CC(C([C@@H]3CCCC[C@H]3C(O)=O)=O)=CC=2)=CC=1, predict the reaction product. The product is: [C:41]1([C:47]2[O:48][C:49]([C:78]([F:80])([F:81])[F:79])=[C:50]([C:52]([NH:54][C:55]3[CH:56]=[CH:57][C:58]([C:61]4[CH:66]=[CH:65][C:64]([C:67]([C@@H:69]5[CH2:74][CH2:73][CH2:72][CH2:71][C@H:70]5[C:75]([OH:77])=[O:76])=[O:68])=[CH:63][CH:62]=4)=[CH:59][CH:60]=3)=[O:53])[N:51]=2)[CH:46]=[CH:45][CH:44]=[CH:43][CH:42]=1. (4) Given the reactants [NH2:1][C:2]1[CH:3]=[C:4]([CH2:8][CH2:9][CH2:10][N:11]2[C:19](=[O:20])[C:18]3[C:13](=[CH:14][CH:15]=[CH:16][CH:17]=3)[C:12]2=[O:21])[CH:5]=[CH:6][CH:7]=1.[CH2:22]([C:25]1([CH2:28][CH2:29][CH3:30])[CH2:27][O:26]1)[CH2:23][CH3:24], predict the reaction product. The product is: [OH:26][C:25]([CH2:28][CH2:29][CH3:30])([CH2:22][CH2:23][CH3:24])[CH2:27][NH:1][C:2]1[CH:3]=[C:4]([CH2:8][CH2:9][CH2:10][N:11]2[C:19](=[O:20])[C:18]3[C:13](=[CH:14][CH:15]=[CH:16][CH:17]=3)[C:12]2=[O:21])[CH:5]=[CH:6][CH:7]=1. (5) Given the reactants [NH2:1][C:2]1[CH:3]=[C:4]([OH:9])[CH:5]=[CH:6][C:7]=1[F:8].C(S[C:15](=[O:29])[CH:16]([CH2:20][C:21]1[CH:26]=[CH:25][C:24]([F:27])=[CH:23][C:22]=1[F:28])[C:17](=[O:19])[CH3:18])(C)(C)C, predict the reaction product. The product is: [F:28][C:22]1[CH:23]=[C:24]([F:27])[CH:25]=[CH:26][C:21]=1[CH2:20][CH:16]([C:17](=[O:19])[CH3:18])[C:15]([NH:1][C:2]1[CH:3]=[C:4]([OH:9])[CH:5]=[CH:6][C:7]=1[F:8])=[O:29]. (6) Given the reactants [F:1][C:2]1[CH:3]=[C:4]2[C:9](=[CH:10][CH:11]=1)[N:8]=[CH:7][CH:6]=[C:5]2[C@H:12]1[CH2:17][CH2:16][C@H:15]([NH2:18])[CH2:14][CH2:13]1.[Cl:19][C:20]1[CH:25]=[CH:24][C:23]([CH2:26][C:27](Cl)=[O:28])=[CH:22][CH:21]=1.C(N(CC)CC)C, predict the reaction product. The product is: [Cl:19][C:20]1[CH:25]=[CH:24][C:23]([CH2:26][C:27]([NH:18][C@H:15]2[CH2:16][CH2:17][C@H:12]([C:5]3[C:4]4[C:9](=[CH:10][CH:11]=[C:2]([F:1])[CH:3]=4)[N:8]=[CH:7][CH:6]=3)[CH2:13][CH2:14]2)=[O:28])=[CH:22][CH:21]=1. (7) Given the reactants Cl.[CH3:2][C:3]1[CH:12]=[CH:11][C:10]2[C:5](=[CH:6][CH:7]=[C:8]3[O:16][CH2:15][C@H:14]([CH2:17][NH2:18])[O:13][C:9]3=2)[N:4]=1.[F:19][C:20]1[CH:21]=[C:22]2[C:30](=[CH:31][CH:32]=1)[NH:29][C:28]1[CH2:27][CH:26]([C:33](O)=[O:34])[CH2:25][CH2:24][C:23]2=1.C1C=CC2N(O)N=NC=2C=1.C1CCC(N=C=NC2CCCCC2)CC1, predict the reaction product. The product is: [F:19][C:20]1[CH:21]=[C:22]2[C:30](=[CH:31][CH:32]=1)[NH:29][C:28]1[CH2:27][CH:26]([C:33]([NH:18][CH2:17][C@@H:14]3[O:13][C:9]4=[C:10]5[C:5](=[CH:6][CH:7]=[C:8]4[O:16][CH2:15]3)[N:4]=[C:3]([CH3:2])[CH:12]=[CH:11]5)=[O:34])[CH2:25][CH2:24][C:23]2=1.